Dataset: Forward reaction prediction with 1.9M reactions from USPTO patents (1976-2016). Task: Predict the product of the given reaction. Given the reactants [C:1]([O:5][C:6]([N:8]1[CH2:13][CH:12]=[C:11]([C:14]2[NH:33][C:17]3=[N:18][CH:19]=[C:20](Br)[C:21]([NH:22][C:23]4[CH:24]=[C:25]5[C:29](=[CH:30][CH:31]=4)[NH:28][N:27]=[CH:26]5)=[C:16]3[CH:15]=2)[CH2:10][CH2:9]1)=[O:7])([CH3:4])([CH3:3])[CH3:2].O.[C:35](#[N:37])C, predict the reaction product. The product is: [C:1]([O:5][C:6]([N:8]1[CH2:13][CH:12]=[C:11]([C:14]2[NH:33][C:17]3=[N:18][CH:19]=[C:20]([C:35]#[N:37])[C:21]([NH:22][C:23]4[CH:24]=[C:25]5[C:29](=[CH:30][CH:31]=4)[NH:28][N:27]=[CH:26]5)=[C:16]3[CH:15]=2)[CH2:10][CH2:9]1)=[O:7])([CH3:4])([CH3:3])[CH3:2].